Dataset: Reaction yield outcomes from USPTO patents with 853,638 reactions. Task: Predict the reaction yield, written as a fraction of the theoretical maximum amount of product (1.0 means a 100% yield; for example, 0.34 means a 34% yield). The reactants are C1C[C@H]2N(C[C@H]3[C@@H]4CCCCN4C[C@@H]2C3)CC1.[Li]C(CC)C.[C:23]([N:30]1[CH2:34][CH2:33][CH2:32][CH2:31]1)([O:25][C:26]([CH3:29])([CH3:28])[CH3:27])=[O:24].[CH2:35]([N:42]([CH2:55][C:56]1[CH:61]=[CH:60][CH:59]=[CH:58][CH:57]=1)[C@@H:43]([CH2:46][C:47]1[CH:52]=[C:51]([F:53])[CH:50]=[C:49]([F:54])[CH:48]=1)[CH:44]=[O:45])[C:36]1[CH:41]=[CH:40][CH:39]=[CH:38][CH:37]=1. The catalyst is CCOCC.O. The product is [CH2:55]([N:42]([CH2:35][C:36]1[CH:37]=[CH:38][CH:39]=[CH:40][CH:41]=1)[C@@H:43]([CH2:46][C:47]1[CH:48]=[C:49]([F:54])[CH:50]=[C:51]([F:53])[CH:52]=1)[C@@H:44]([C@H:34]1[CH2:33][CH2:32][CH2:31][N:30]1[C:23]([O:25][C:26]([CH3:29])([CH3:28])[CH3:27])=[O:24])[OH:45])[C:56]1[CH:61]=[CH:60][CH:59]=[CH:58][CH:57]=1. The yield is 0.230.